This data is from Catalyst prediction with 721,799 reactions and 888 catalyst types from USPTO. The task is: Predict which catalyst facilitates the given reaction. (1) Product: [F:7][CH:8]([CH2:14][CH:15]1[CH2:16][CH2:17][CH:18]([CH2:21][CH2:22][CH3:23])[CH2:19][CH2:20]1)[CH2:9][OH:10]. The catalyst class is: 1. Reactant: [H-].[Al+3].[Li+].[H-].[H-].[H-].[F:7][CH:8]([CH2:14][CH:15]1[CH2:20][CH2:19][CH:18]([CH2:21][CH2:22][CH3:23])[CH2:17][CH2:16]1)[C:9](OCC)=[O:10].Cl.C(OCC)(=O)C. (2) Reactant: C[O:2][C:3](=[O:34])[CH2:4][CH2:5][CH2:6][CH2:7][CH2:8][NH:9][C:10]1[C:11]2[C:18]([C:19]3[CH:24]=[CH:23][C:22]([O:25][CH3:26])=[CH:21][CH:20]=3)=[C:17]([C:27]3[CH:32]=[CH:31][CH:30]=[CH:29][C:28]=3[F:33])[O:16][C:12]=2[N:13]=[CH:14][N:15]=1.[OH-].[Na+].Cl.O. Product: [F:33][C:28]1[CH:29]=[CH:30][CH:31]=[CH:32][C:27]=1[C:17]1[O:16][C:12]2[N:13]=[CH:14][N:15]=[C:10]([NH:9][CH2:8][CH2:7][CH2:6][CH2:5][CH2:4][C:3]([OH:34])=[O:2])[C:11]=2[C:18]=1[C:19]1[CH:24]=[CH:23][C:22]([O:25][CH3:26])=[CH:21][CH:20]=1. The catalyst class is: 346. (3) Reactant: [C:1]([C:4]1[CH:25]=[CH:24][C:7]2[NH:8][C:9](=[C:11]([C:14]3[N:19]=[C:18]([C:20]([F:23])([F:22])[F:21])[CH:17]=[CH:16][N:15]=3)[C:12]#[N:13])[NH:10][C:6]=2[CH:5]=1)([OH:3])=[O:2].[OH2:26]. Product: [C:1]([C:4]1[CH:25]=[CH:24][C:7]2[NH:8][C:9](=[C:11]([C:14]3[N:19]=[C:18]([C:20]([F:23])([F:21])[F:22])[CH:17]=[CH:16][N:15]=3)[C:12]([NH2:13])=[O:26])[NH:10][C:6]=2[CH:5]=1)([OH:3])=[O:2]. The catalyst class is: 65. (4) Reactant: [Cl-].[NH4+:2].C[Al](C)C.C[O:8][C:9](=O)[CH:10]([CH3:25])[CH2:11][NH:12][C:13]1[CH:22]=[C:21]([O:23][CH3:24])[C:20]2[C:15](=[CH:16][CH:17]=[CH:18][CH:19]=2)[N:14]=1. Product: [CH3:24][O:23][C:21]1[C:20]2[C:15](=[CH:16][CH:17]=[CH:18][CH:19]=2)[N:14]=[C:13]([NH:12][CH2:11][CH:10]([CH3:25])[C:9]([NH2:2])=[O:8])[CH:22]=1. The catalyst class is: 390. (5) Reactant: [C:1]1([CH2:7][CH2:8]/[CH:9]=[CH:10]/[CH:11]=[CH:12]/[CH2:13][NH:14]C(=O)OC(C)(C)C)[CH:6]=[CH:5][CH:4]=[CH:3][CH:2]=1. Product: [C:1]1([CH2:7][CH2:8]/[CH:9]=[CH:10]/[CH:11]=[CH:12]/[CH2:13][NH2:14])[CH:6]=[CH:5][CH:4]=[CH:3][CH:2]=1. The catalyst class is: 89.